From a dataset of Full USPTO retrosynthesis dataset with 1.9M reactions from patents (1976-2016). Predict the reactants needed to synthesize the given product. Given the product [CH2:28]([N:14]([CH2:12][CH3:13])[CH2:15][CH2:16][NH:17][C:18]([C:20]1[CH:24]=[C:23]([CH3:25])[NH:22][C:21]=1[CH:26]=[C:5]1[C:4]2[C:8](=[CH:9][CH:10]=[C:2]([Br:1])[CH:3]=2)[NH:7][C:6]1=[O:11])=[O:19])[CH3:29], predict the reactants needed to synthesize it. The reactants are: [Br:1][C:2]1[CH:3]=[C:4]2[C:8](=[CH:9][CH:10]=1)[NH:7][C:6](=[O:11])[CH2:5]2.[CH2:12]([N:14]([CH2:28][CH3:29])[CH2:15][CH2:16][NH:17][C:18]([C:20]1[CH:24]=[C:23]([CH3:25])[NH:22][C:21]=1[CH:26]=O)=[O:19])[CH3:13].N1CCCCC1.